Predict the reactants needed to synthesize the given product. From a dataset of Full USPTO retrosynthesis dataset with 1.9M reactions from patents (1976-2016). (1) Given the product [Br:1][C:2]1[CH:10]=[CH:9][C:5]([C:6]([NH:19][C:18]2[CH:20]=[CH:21][C:15]([O:14][C:13]([F:12])([F:22])[F:23])=[CH:16][CH:17]=2)=[O:8])=[CH:4][C:3]=1[I:11], predict the reactants needed to synthesize it. The reactants are: [Br:1][C:2]1[CH:10]=[CH:9][C:5]([C:6]([OH:8])=O)=[CH:4][C:3]=1[I:11].[F:12][C:13]([F:23])([F:22])[O:14][C:15]1[CH:21]=[CH:20][C:18]([NH2:19])=[CH:17][CH:16]=1. (2) Given the product [C:13]([C:12]1[C:2]([N:17]2[CH2:22][CH:27]([C:28]([OH:26])=[O:29])[CH2:18]2)=[N:3][C:4]([CH2:15][F:16])=[C:5]([C:6]([O:8][CH2:9][CH3:10])=[O:7])[CH:11]=1)#[N:14], predict the reactants needed to synthesize it. The reactants are: Cl[C:2]1[C:12]([C:13]#[N:14])=[CH:11][C:5]([C:6]([O:8][CH2:9][CH3:10])=[O:7])=[C:4]([CH2:15][F:16])[N:3]=1.[NH:17]1[CH2:22]CC(C(O)=O)C[CH2:18]1.[OH2:26].[CH3:27][CH2:28][OH:29]. (3) Given the product [CH3:22][O:21][C:19]1[CH:18]=[CH:17][C:16]2[C:12]([CH2:11][CH2:10][OH:9])=[CH:13][O:14][C:15]=2[CH:20]=1, predict the reactants needed to synthesize it. The reactants are: [H-].[H-].[H-].[H-].[Li+].[Al+3].C([O:9][C:10](=O)[CH2:11][C:12]1[C:16]2[CH:17]=[CH:18][C:19]([O:21][CH3:22])=[CH:20][C:15]=2[O:14][CH:13]=1)C.